Dataset: NCI-60 drug combinations with 297,098 pairs across 59 cell lines. Task: Regression. Given two drug SMILES strings and cell line genomic features, predict the synergy score measuring deviation from expected non-interaction effect. (1) Drug 2: C1CC(C1)(C(=O)O)C(=O)O.[NH2-].[NH2-].[Pt+2]. Synergy scores: CSS=3.19, Synergy_ZIP=-1.26, Synergy_Bliss=-1.98, Synergy_Loewe=-1.66, Synergy_HSA=-2.13. Cell line: SW-620. Drug 1: CC1=CC=C(C=C1)C2=CC(=NN2C3=CC=C(C=C3)S(=O)(=O)N)C(F)(F)F. (2) Drug 1: CC(C)(C#N)C1=CC(=CC(=C1)CN2C=NC=N2)C(C)(C)C#N. Drug 2: CC=C1C(=O)NC(C(=O)OC2CC(=O)NC(C(=O)NC(CSSCCC=C2)C(=O)N1)C(C)C)C(C)C. Cell line: M14. Synergy scores: CSS=15.4, Synergy_ZIP=14.7, Synergy_Bliss=20.8, Synergy_Loewe=-43.4, Synergy_HSA=-14.3. (3) Drug 2: C1=CC=C(C(=C1)C(C2=CC=C(C=C2)Cl)C(Cl)Cl)Cl. Drug 1: C1CN1C2=NC(=NC(=N2)N3CC3)N4CC4. Cell line: COLO 205. Synergy scores: CSS=30.6, Synergy_ZIP=-0.134, Synergy_Bliss=-0.0749, Synergy_Loewe=-18.9, Synergy_HSA=0.535. (4) Drug 1: COC1=C(C=C2C(=C1)N=CN=C2NC3=CC(=C(C=C3)F)Cl)OCCCN4CCOCC4. Drug 2: C1=CC(=CC=C1CCCC(=O)O)N(CCCl)CCCl. Cell line: A549. Synergy scores: CSS=45.2, Synergy_ZIP=-1.09, Synergy_Bliss=-1.95, Synergy_Loewe=0.542, Synergy_HSA=2.97. (5) Drug 1: C1CCC(CC1)NC(=O)N(CCCl)N=O. Drug 2: CN(C)N=NC1=C(NC=N1)C(=O)N. Cell line: EKVX. Synergy scores: CSS=-1.39, Synergy_ZIP=-1.32, Synergy_Bliss=0.127, Synergy_Loewe=-6.62, Synergy_HSA=-1.31. (6) Drug 1: C1=CC(=CC=C1CCC2=CNC3=C2C(=O)NC(=N3)N)C(=O)NC(CCC(=O)O)C(=O)O. Drug 2: C1=CN(C=N1)CC(O)(P(=O)(O)O)P(=O)(O)O. Cell line: 786-0. Synergy scores: CSS=33.2, Synergy_ZIP=-11.8, Synergy_Bliss=-9.32, Synergy_Loewe=-5.86, Synergy_HSA=-4.12.